This data is from Catalyst prediction with 721,799 reactions and 888 catalyst types from USPTO. The task is: Predict which catalyst facilitates the given reaction. (1) Reactant: Br.[N:2]1[CH:3]=[CH:4][N:5]2[C:14]=1[C:13]1[CH:12]=[CH:11][CH:10]=[CH:9][C:8]=1[N:7]=[C:6]2[NH2:15].[C:16](O)(=[O:23])[C:17]1[CH:22]=[CH:21][CH:20]=[N:19][CH:18]=1.F[P-](F)(F)(F)(F)F.N1(O[P+](N2CCCC2)(N2CCCC2)N2CCCC2)C2C=CC=CC=2N=N1.C(N(CC)C(C)C)(C)C.C([O-])(O)=O.[Na+]. Product: [N:2]1[CH:3]=[CH:4][N:5]2[C:14]=1[C:13]1[CH:12]=[CH:11][CH:10]=[CH:9][C:8]=1[N:7]=[C:6]2[NH:15][C:16](=[O:23])[C:17]1[CH:22]=[CH:21][CH:20]=[N:19][CH:18]=1. The catalyst class is: 3. (2) Reactant: CN[OH:3].Cl.C[O-].[Na+].[Br:8][C:9]1[CH:17]=[C:16]2[C:12]([CH2:13][C:14]3([CH2:34][CH2:33][CH:32]([O:35][CH3:36])[CH2:31][CH2:30]3)[C:15]2([NH:23][S:24]([C:26]([CH3:29])([CH3:28])[CH3:27])=[O:25])[C:18]([O:20][CH2:21][CH3:22])=C)=[CH:11][CH:10]=1. Product: [Br:8][C:9]1[CH:17]=[C:16]2[C:12]([CH2:13][C:14]3([CH2:34][CH2:33][CH:32]([O:35][CH3:36])[CH2:31][CH2:30]3)[C:15]2([NH:23][S:24]([C:26]([CH3:28])([CH3:29])[CH3:27])=[O:25])[C:18]([O:20][CH2:21][CH3:22])=[O:3])=[CH:11][CH:10]=1. The catalyst class is: 5. (3) Reactant: [Li+].[OH-].[F:3][C:4]1[CH:9]=[CH:8][C:7]([N:10]2[CH2:15][CH:14]3[C:12]([C:16]([O:18]C)=[O:17])([CH2:13]3)[C:11]2=[O:20])=[CH:6][CH:5]=1.Cl. Product: [F:3][C:4]1[CH:5]=[CH:6][C:7]([N:10]2[CH2:15][CH:14]3[C:12]([C:16]([OH:18])=[O:17])([CH2:13]3)[C:11]2=[O:20])=[CH:8][CH:9]=1. The catalyst class is: 20. (4) Reactant: [NH2:1][C:2]1[N:7]=[CH:6][C:5](/[CH:8]=[CH:9]/[C:10]2[CH:11]=[C:12]([CH:17]=[C:18]([O:21][CH3:22])[C:19]=2[F:20])[C:13]([O:15][CH3:16])=[O:14])=[CH:4][N:3]=1. Product: [NH2:1][C:2]1[N:3]=[CH:4][C:5]([CH2:8][CH2:9][C:10]2[CH:11]=[C:12]([CH:17]=[C:18]([O:21][CH3:22])[C:19]=2[F:20])[C:13]([O:15][CH3:16])=[O:14])=[CH:6][N:7]=1. The catalyst class is: 123. (5) Reactant: [H-].[Na+].[Cl:3][C:4]1[C:12]([CH3:13])=[CH:11][CH:10]=[C:9]2[C:5]=1[C:6]([CH3:14])=[N:7][NH:8]2.[S:15](Cl)([C:18]1[CH:24]=[CH:23][C:21]([CH3:22])=[CH:20][CH:19]=1)(=[O:17])=[O:16].[NH4+].[Cl-]. Product: [Cl:3][C:4]1[C:12]([CH3:13])=[CH:11][CH:10]=[C:9]2[C:5]=1[C:6]([CH3:14])=[N:7][N:8]2[S:15]([C:18]1[CH:24]=[CH:23][C:21]([CH3:22])=[CH:20][CH:19]=1)(=[O:17])=[O:16]. The catalyst class is: 1.